Dataset: Catalyst prediction with 721,799 reactions and 888 catalyst types from USPTO. Task: Predict which catalyst facilitates the given reaction. (1) Reactant: [ClH:1].[O:2]1[C:7]2=[CH:8][N:9]=[C:10]([CH2:12][NH:13][CH:14]3[CH2:19][CH2:18][N:17]([CH2:20][CH2:21][N:22]4[C:31]5[C:26](=[N:27][CH:28]=[C:29](F)[CH:30]=5)[CH:25]=[CH:24][C:23]4=[O:33])[CH2:16][CH2:15]3)[CH:11]=[C:6]2[CH2:5][CH2:4][CH2:3]1.C[O-].[Na+].CO.O.[C:40](OCC)(=[O:42])C. Product: [ClH:1].[O:2]1[C:7]2=[CH:8][N:9]=[C:10]([CH2:12][NH:13][CH:14]3[CH2:19][CH2:18][N:17]([CH2:20][CH2:21][N:22]4[C:31]5[C:26](=[N:27][CH:28]=[C:29]([O:42][CH3:40])[CH:30]=5)[CH:25]=[CH:24][C:23]4=[O:33])[CH2:16][CH2:15]3)[CH:11]=[C:6]2[CH2:5][CH2:4][CH2:3]1. The catalyst class is: 5. (2) Reactant: [F:1][C:2]1C=[C:4]([C:11]2[CH:16]=[CH:15][C:14]([O:17][CH2:18][CH:19]3[CH2:24][CH2:23][N:22]([CH2:25][C:26]4([C:30]([F:33])([F:32])[F:31])[CH2:29][CH2:28][CH2:27]4)[CH2:21][CH2:20]3)=[C:13]([F:34])[CH:12]=2)[CH:5]=[CH:6][C:7]=1C(O)=O.[CH2:35](Cl)[CH2:36]Cl.C1C=CC2N([OH:48])N=NC=2C=1.CCN(C(C)C)C(C)C.[NH:58]1[CH2:62][CH2:61][CH2:60][C@H:59]1[C:63]([NH2:65])=[O:64]. Product: [F:1][C:2]1[CH:7]=[CH:6][CH:5]=[C:4]([C:11]2[CH:16]=[CH:15][C:14]([O:17][CH2:18][CH:19]3[CH2:20][CH2:21][N:22]([CH2:25][C:26]4([C:30]([F:33])([F:31])[F:32])[CH2:29][CH2:28][CH2:27]4)[CH2:23][CH2:24]3)=[C:13]([F:34])[CH:12]=2)[C:35]=1[C:36]([N:58]1[CH2:62][CH2:61][CH2:60][C@H:59]1[C:63]([NH2:65])=[O:64])=[O:48]. The catalyst class is: 34. (3) Reactant: [Cl:1][C:2]1[N:7]=[C:6]([NH2:8])[C:5]([N+:9]([O-])=O)=[CH:4][C:3]=1[I:12].[NH4+].[Cl-]. Product: [Cl:1][C:2]1[N:7]=[C:6]([NH2:8])[C:5]([NH2:9])=[CH:4][C:3]=1[I:12]. The catalyst class is: 190.